From a dataset of Forward reaction prediction with 1.9M reactions from USPTO patents (1976-2016). Predict the product of the given reaction. (1) Given the reactants ClC1C=C(C2C=CC([C@H](N)C)=CC=2)C(OC)=NC=1.BrC1C=CC([C@H](NC(=O)O)C)=CC=1.ClC1C=CC(OC)=C(B(O)O)C=1.[Cl:44][C:45]1[CH:46]=[CH:47][C:48]([O:60][CH3:61])=[C:49]([C:51]2[CH:56]=[CH:55][C:54]([C@H:57]([NH2:59])[CH3:58])=[CH:53][CH:52]=2)[CH:50]=1.[F:62][C:63]1[CH:64]=[C:65]([S:70](Cl)(=[O:72])=[O:71])[CH:66]=[CH:67][C:68]=1[F:69], predict the reaction product. The product is: [Cl:44][C:45]1[CH:46]=[CH:47][C:48]([O:60][CH3:61])=[C:49]([C:51]2[CH:56]=[CH:55][C:54]([C@H:57]([NH2:59])[CH3:58])=[CH:53][CH:52]=2)[CH:50]=1.[Cl:44][C:45]1[CH:46]=[CH:47][C:48]([O:60][CH3:61])=[C:49]([C:51]2[CH:56]=[CH:55][C:54]([C@H:57]([NH:59][S:70]([C:65]3[CH:66]=[CH:67][C:68]([F:69])=[C:63]([F:62])[CH:64]=3)(=[O:72])=[O:71])[CH3:58])=[CH:53][CH:52]=2)[CH:50]=1. (2) Given the reactants [S:1]([N:11]1[C:15]2[N:16]=[CH:17][C:18]3[N:19]([C:20]([C@@H:23]4[CH2:27][CH2:26][C@H:25]([N:28]5[CH:32]=[CH:31][C:30]([CH:33]=O)=[CH:29]5)[CH2:24]4)=[N:21][N:22]=3)[C:14]=2[CH:13]=[CH:12]1)([C:4]1[CH:10]=[CH:9][C:7]([CH3:8])=[CH:6][CH:5]=1)(=[O:3])=[O:2].II.[NH4+:37].[OH-], predict the reaction product. The product is: [S:1]([N:11]1[C:15]2[N:16]=[CH:17][C:18]3[N:19]([C:20]([C@@H:23]4[CH2:27][CH2:26][C@H:25]([N:28]5[CH:32]=[CH:31][C:30]([C:33]#[N:37])=[CH:29]5)[CH2:24]4)=[N:21][N:22]=3)[C:14]=2[CH:13]=[CH:12]1)([C:4]1[CH:10]=[CH:9][C:7]([CH3:8])=[CH:6][CH:5]=1)(=[O:3])=[O:2]. (3) Given the reactants C[Si]([N-][Si](C)(C)C)(C)C.[K+].[F:11][C:12]1[CH:13]=[C:14]2[C:18](=[CH:19][CH:20]=1)[NH:17][CH:16]=[CH:15]2.[C:21]1([S:27](Cl)(=[O:29])=[O:28])[CH:26]=[CH:25][CH:24]=[CH:23][CH:22]=1, predict the reaction product. The product is: [C:21]1([S:27]([N:17]2[C:18]3[C:14](=[CH:13][C:12]([F:11])=[CH:20][CH:19]=3)[CH:15]=[CH:16]2)(=[O:29])=[O:28])[CH:26]=[CH:25][CH:24]=[CH:23][CH:22]=1.